Dataset: Full USPTO retrosynthesis dataset with 1.9M reactions from patents (1976-2016). Task: Predict the reactants needed to synthesize the given product. (1) Given the product [C:20]([C:5]1[CH:4]=[CH:3][C:2]([CH2:1][CH:8]2[CH2:13][CH2:12][N:11]([C:14](=[O:19])[C:15]([F:18])([F:16])[F:17])[CH2:10][CH2:9]2)=[CH:7][CH:6]=1)(=[O:24])[CH:21]([CH3:23])[CH3:22], predict the reactants needed to synthesize it. The reactants are: [CH2:1]([CH:8]1[CH2:13][CH2:12][N:11]([C:14](=[O:19])[C:15]([F:18])([F:17])[F:16])[CH2:10][CH2:9]1)[C:2]1[CH:7]=[CH:6][CH:5]=[CH:4][CH:3]=1.[C:20](Cl)(=[O:24])[CH:21]([CH3:23])[CH3:22].[Cl-].[Al+3].[Cl-].[Cl-]. (2) Given the product [C:1]([O:5][C:6]([N:8]1[C:16]2[C:11](=[CH:12][CH:13]=[CH:14][CH:15]=2)[CH:10]([CH2:17][C:18]([OH:20])=[O:19])[CH2:9]1)=[O:7])([CH3:4])([CH3:2])[CH3:3], predict the reactants needed to synthesize it. The reactants are: [C:1]([O:5][C:6]([N:8]1[C:16]2[C:11](=[CH:12][CH:13]=[CH:14][CH:15]=2)[C@@H:10]([CH2:17][C:18]([OH:20])=[O:19])[CH2:9]1)=[O:7])([CH3:4])([CH3:3])[CH3:2].Cl. (3) The reactants are: CN(C)C[CH2:4][CH:5]([N:12]1[CH:16]=[C:15]([NH2:17])[CH:14]=[N:13]1)[C:6]1C=[CH:10][CH:9]=[CH:8][CH:7]=1.[N:19]1C=CC=CC=1C(O)C. Given the product [N:19]1[CH:10]=[CH:9][CH:8]=[CH:7][C:6]=1[CH:5]([N:12]1[CH:16]=[C:15]([NH2:17])[CH:14]=[N:13]1)[CH3:4], predict the reactants needed to synthesize it. (4) Given the product [Br:1][C:2]1[N:3]=[C:4]([C:9]2[O:10][C:11]([C:14]3[CH:19]=[CH:18][C:17]([CH2:20][NH:29][CH3:28])=[CH:16][CH:15]=3)=[N:12][N:13]=2)[C:5]([NH2:8])=[N:6][CH:7]=1, predict the reactants needed to synthesize it. The reactants are: [Br:1][C:2]1[N:3]=[C:4]([C:9]2[O:10][C:11]([C:14]3[CH:19]=[CH:18][C:17]([CH2:20]Br)=[CH:16][CH:15]=3)=[N:12][N:13]=2)[C:5]([NH2:8])=[N:6][CH:7]=1.C([O-])([O-])=O.[Na+].[Na+].[CH3:28][NH2:29]. (5) Given the product [ClH:28].[CH3:1][O:2][CH2:3][C:4]1([N:17]([C:18]2[CH:23]=[CH:22][CH:21]=[CH:20][CH:19]=2)[C:24](=[O:27])[CH2:25][CH3:26])[CH2:9][CH2:8][N:7]([CH2:10][CH2:11][C:12]2[S:13][CH:14]=[CH:15][CH:16]=2)[CH2:6][CH2:5]1.[CH3:26][CH2:25][C:24]([N:17]([C:4]1([CH2:3][O:2][CH3:1])[CH2:9][CH2:8][N:7]([CH2:10][CH2:11][C:12]2[S:13][CH:14]=[CH:15][CH:16]=2)[CH2:6][CH2:5]1)[C:18]1[CH:23]=[CH:22][CH:21]=[CH:20][CH:19]=1)=[O:27].[ClH:40], predict the reactants needed to synthesize it. The reactants are: [CH3:1][O:2][CH2:3][C:4]1([NH:17][C:18]2[CH:23]=[CH:22][CH:21]=[CH:20][CH:19]=2)[CH2:9][CH2:8][N:7]([CH2:10][CH2:11][C:12]2[S:13][CH:14]=[CH:15][CH:16]=2)[CH2:6][CH2:5]1.[C:24]([Cl:28])(=[O:27])[CH2:25][CH3:26].C(N(CC)CC)C.[OH-].[NH4+].N#N.[ClH:40]. (6) Given the product [C:14]([O:18][C:19]([N:21]([OH:22])[C:4]1([CH:2]([CH3:1])[CH3:3])[C:5](=[O:12])[NH:6][C:7](=[O:11])[NH:8][C:9]1=[O:10])=[O:20])([CH3:17])([CH3:16])[CH3:15], predict the reactants needed to synthesize it. The reactants are: [CH3:1][CH:2]([CH:4]1[C:9](=[O:10])[NH:8][C:7](=[O:11])[NH:6][C:5]1=[O:12])[CH3:3].[Na].[C:14]([O:18][C:19]([NH:21][OH:22])=[O:20])([CH3:17])([CH3:16])[CH3:15].I([O-])(=O)(=O)=O.[Na+]. (7) Given the product [CH2:32]([O:31][N:23]([C:24]([O:25][C:26]([CH3:29])([CH3:27])[CH3:28])=[O:30])[C@H:20]1[CH2:19][N:18]([C:16]([O:15][CH2:14][CH:12]2[C:13]3[CH:1]=[CH:2][CH:3]=[CH:4][C:5]=3[C:6]3[C:11]2=[CH:10][CH:9]=[CH:8][CH:7]=3)=[O:17])[CH:39]([C:51]#[N:52])[C:40]([CH2:42][O:43][Si:44]([C:47]([CH3:48])([CH3:49])[CH3:50])([CH3:46])[CH3:45])=[CH:21]1)[C:33]1[CH:34]=[CH:35][CH:36]=[CH:37][CH:38]=1, predict the reactants needed to synthesize it. The reactants are: [CH:1]1[C:13]2[CH:12]([CH2:14][O:15][C:16]([N:18]([CH:39]([C:51]#[N:52])[C:40]([CH2:42][O:43][Si:44]([C:47]([CH3:50])([CH3:49])[CH3:48])([CH3:46])[CH3:45])=C)[CH2:19][C@H:20]([N:23]([O:31][CH2:32][C:33]3[CH:38]=[CH:37][CH:36]=[CH:35][CH:34]=3)[C:24](=[O:30])[O:25][C:26]([CH3:29])([CH3:28])[CH3:27])[CH:21]=C)=[O:17])[C:11]3[C:6](=[CH:7][CH:8]=[CH:9][CH:10]=3)[C:5]=2[CH:4]=[CH:3][CH:2]=1. (8) Given the product [CH2:1]([C:5]1[N:6]([C:21]2[CH:22]=[CH:23][C:24]([O:27][C:28]3[CH:33]=[CH:32][C:31]([Cl:34])=[CH:30][CH:29]=3)=[CH:25][CH:26]=2)[CH:7]=[C:8]([C:10]2[CH:11]=[CH:12][C:13]([O:16][CH2:17][C@@H:18]([OH:19])[CH2:20][NH:37][CH2:35][CH3:36])=[CH:14][CH:15]=2)[N:9]=1)[CH2:2][CH2:3][CH3:4], predict the reactants needed to synthesize it. The reactants are: [CH2:1]([C:5]1[N:6]([C:21]2[CH:26]=[CH:25][C:24]([O:27][C:28]3[CH:33]=[CH:32][C:31]([Cl:34])=[CH:30][CH:29]=3)=[CH:23][CH:22]=2)[CH:7]=[C:8]([C:10]2[CH:15]=[CH:14][C:13]([O:16][CH2:17][C@@H:18]3[CH2:20][O:19]3)=[CH:12][CH:11]=2)[N:9]=1)[CH2:2][CH2:3][CH3:4].[CH2:35]([NH2:37])[CH3:36]. (9) Given the product [F:32][C:33]([F:44])([F:43])[C:34]([NH:1][C:2]1[CH:3]=[C:4]([C:8]2[CH:9]=[C:10]([N:14]3[C:19](=[O:20])[C:18]([CH2:21][C:22]4[CH:23]=[N:24][CH:25]=[CH:26][CH:27]=4)=[N:17][C:16]4[CH:28]=[CH:29][CH:30]=[N:31][C:15]3=4)[CH:11]=[CH:12][CH:13]=2)[CH:5]=[CH:6][CH:7]=1)=[O:35], predict the reactants needed to synthesize it. The reactants are: [NH2:1][C:2]1[CH:3]=[C:4]([C:8]2[CH:9]=[C:10]([N:14]3[C:19](=[O:20])[C:18]([CH2:21][C:22]4[CH:23]=[N:24][CH:25]=[CH:26][CH:27]=4)=[N:17][C:16]4[CH:28]=[CH:29][CH:30]=[N:31][C:15]3=4)[CH:11]=[CH:12][CH:13]=2)[CH:5]=[CH:6][CH:7]=1.[F:32][C:33]([F:44])([F:43])[C:34](O[C:34](=[O:35])[C:33]([F:44])([F:43])[F:32])=[O:35].